This data is from Full USPTO retrosynthesis dataset with 1.9M reactions from patents (1976-2016). The task is: Predict the reactants needed to synthesize the given product. Given the product [CH2:19]([O:21][C:22](=[O:25])[CH2:23][NH:24][CH2:2][CH2:3][CH:4]=[C:5]([C:12]1[CH:17]=[CH:16][CH:15]=[CH:14][CH:13]=1)[C:6]1[CH:11]=[CH:10][CH:9]=[CH:8][CH:7]=1)[CH3:20], predict the reactants needed to synthesize it. The reactants are: Br[CH2:2][CH2:3][CH:4]=[C:5]([C:12]1[CH:17]=[CH:16][CH:15]=[CH:14][CH:13]=1)[C:6]1[CH:11]=[CH:10][CH:9]=[CH:8][CH:7]=1.Cl.[CH2:19]([O:21][C:22](=[O:25])[CH2:23][NH2:24])[CH3:20].C(=O)([O-])[O-].[K+].[K+].[I-].[K+].